The task is: Binary Classification. Given a T-cell receptor sequence (or CDR3 region) and an epitope sequence, predict whether binding occurs between them.. This data is from TCR-epitope binding with 47,182 pairs between 192 epitopes and 23,139 TCRs. (1) The epitope is GILGFVFTL. The TCR CDR3 sequence is CASSLVLAIEQYF. Result: 0 (the TCR does not bind to the epitope). (2) The epitope is SFHSLHLLF. The TCR CDR3 sequence is CASSYFNTEAFF. Result: 0 (the TCR does not bind to the epitope). (3) The epitope is QYDPVAALF. The TCR CDR3 sequence is CASSLHNADTQYF. Result: 1 (the TCR binds to the epitope). (4) The epitope is RLDKVEAEV. The TCR CDR3 sequence is CASSPLVSRNTGELFF. Result: 0 (the TCR does not bind to the epitope).